Dataset: Forward reaction prediction with 1.9M reactions from USPTO patents (1976-2016). Task: Predict the product of the given reaction. (1) Given the reactants [CH:1]1([C:5]2([CH3:21])[NH:9][C:8](=[O:10])[N:7]([CH2:11][C:12](=[O:19])[C:13]3[CH:18]=[CH:17][CH:16]=[CH:15][CH:14]=3)[C:6]2=[O:20])[CH2:4][CH2:3][CH2:2]1.[C:22]([O-])([O-])=O.[K+].[K+].CI, predict the reaction product. The product is: [CH:1]1([C:5]2([CH3:21])[N:9]([CH3:22])[C:8](=[O:10])[N:7]([CH2:11][C:12](=[O:19])[C:13]3[CH:18]=[CH:17][CH:16]=[CH:15][CH:14]=3)[C:6]2=[O:20])[CH2:4][CH2:3][CH2:2]1. (2) Given the reactants [Cl-].[CH2:2]([N+:6]1[CH:10]=[CH:9][N:8]([CH3:11])[CH:7]=1)[CH2:3][CH2:4][CH3:5].[F:12][C:13]([P:19]([C:23]([F:29])([F:28])[C:24]([F:27])([F:26])[F:25])(=[O:22])[O:20]C)([F:18])[C:14]([F:17])([F:16])[F:15], predict the reaction product. The product is: [F:18][C:13]([P:19]([C:23]([F:28])([F:29])[C:24]([F:27])([F:26])[F:25])(=[O:20])[O-:22])([F:12])[C:14]([F:17])([F:16])[F:15].[CH2:2]([N+:6]1[CH:10]=[CH:9][N:8]([CH3:11])[CH:7]=1)[CH2:3][CH2:4][CH3:5]. (3) Given the reactants [C:1]([C:4]1[N:9]=[CH:8][C:7]([NH:10][C:11]2[N:16]=[C:15]([C:17]3[CH:18]=[CH:19][C:20]([O:25][CH:26]4[CH2:31][CH2:30][O:29][CH2:28][CH2:27]4)=[C:21]([CH:24]=3)[C:22]#[N:23])[CH:14]=[CH:13][N:12]=2)=[CH:6][CH:5]=1)(=O)[CH3:2].C(O[BH-](OC(=O)C)OC(=O)C)(=O)C.[Na+].CCN(C(C)C)C(C)C.Cl.[NH:56]1[CH2:59][CH:58]([OH:60])[CH2:57]1, predict the reaction product. The product is: [OH:60][CH:58]1[CH2:59][N:56]([CH:1]([C:4]2[N:9]=[CH:8][C:7]([NH:10][C:11]3[N:16]=[C:15]([C:17]4[CH:18]=[CH:19][C:20]([O:25][CH:26]5[CH2:31][CH2:30][O:29][CH2:28][CH2:27]5)=[C:21]([CH:24]=4)[C:22]#[N:23])[CH:14]=[CH:13][N:12]=3)=[CH:6][CH:5]=2)[CH3:2])[CH2:57]1. (4) Given the reactants [C:1]([O:5][C:6]([N:8]1[CH2:13][CH2:12][CH:11]([CH2:14][CH2:15][CH2:16][NH:17][C:18]2[CH:23]=[CH:22][C:21]([S:24][CH3:25])=[CH:20][CH:19]=2)[CH2:10][CH2:9]1)=[O:7])([CH3:4])([CH3:3])[CH3:2].OS(O)(=O)=O.[CH2:31]=O.[BH4-].[Na+].[OH-].[Na+], predict the reaction product. The product is: [C:1]([O:5][C:6]([N:8]1[CH2:9][CH2:10][CH:11]([CH2:14][CH2:15][CH2:16][N:17]([CH3:31])[C:18]2[CH:19]=[CH:20][C:21]([S:24][CH3:25])=[CH:22][CH:23]=2)[CH2:12][CH2:13]1)=[O:7])([CH3:3])([CH3:4])[CH3:2]. (5) Given the reactants [C:1]([C:5]1[O:9][N:8]=[C:7]([NH:10][C:11](=[O:28])[CH2:12][C:13]2[CH:18]=[CH:17][C:16](B3OC(C)(C)C(C)(C)O3)=[CH:15][CH:14]=2)[CH:6]=1)([CH3:4])([CH3:3])[CH3:2].Br[C:30]1[CH:31]=[CH:32][C:33]([NH:36][CH2:37][CH2:38][S:39]([CH3:42])(=[O:41])=[O:40])=[N:34][CH:35]=1.C([O-])([O-])=O.[Na+].[Na+], predict the reaction product. The product is: [C:1]([C:5]1[O:9][N:8]=[C:7]([NH:10][C:11](=[O:28])[CH2:12][C:13]2[CH:14]=[CH:15][C:16]([C:30]3[CH:35]=[N:34][C:33]([NH:36][CH2:37][CH2:38][S:39]([CH3:42])(=[O:40])=[O:41])=[CH:32][CH:31]=3)=[CH:17][CH:18]=2)[CH:6]=1)([CH3:2])([CH3:3])[CH3:4].